From a dataset of Catalyst prediction with 721,799 reactions and 888 catalyst types from USPTO. Predict which catalyst facilitates the given reaction. (1) Reactant: [O:1]1[CH2:3][C@H:2]1[CH2:4][N:5]1[CH2:10][CH2:9][N:8]([C:11]([O:13][C:14]([CH3:17])([CH3:16])[CH3:15])=[O:12])[CH2:7][CH2:6]1.[NH3:18]. Product: [NH2:18][CH2:3][C@@H:2]([OH:1])[CH2:4][N:5]1[CH2:10][CH2:9][N:8]([C:11]([O:13][C:14]([CH3:17])([CH3:16])[CH3:15])=[O:12])[CH2:7][CH2:6]1.[NH2:18][CH2:3][C@H:2]([OH:1])[CH2:4][N:5]1[CH2:10][CH2:9][N:8]([C:11]([O:13][C:14]([CH3:17])([CH3:16])[CH3:15])=[O:12])[CH2:7][CH2:6]1. The catalyst class is: 8. (2) Reactant: [F:1][C:2]([F:10])([F:9])[CH2:3][CH2:4][S:5](Cl)(=[O:7])=[O:6].[F:11][CH:12]([F:42])[C:13]1[N:17]([C:18]2[N:23]=[C:22]([N:24]3[CH2:29][CH2:28][O:27][CH2:26][CH2:25]3)[N:21]=[C:20]([NH:30][C@H:31]3[CH2:36][CH2:35][C@H:34]([NH2:37])[CH2:33][CH2:32]3)[CH:19]=2)[C:16]2[CH:38]=[CH:39][CH:40]=[CH:41][C:15]=2[N:14]=1.C(=O)C1C=CC=CC=1.C(O)C(N)(CO)CO. Product: [F:42][CH:12]([F:11])[C:13]1[N:17]([C:18]2[N:23]=[C:22]([N:24]3[CH2:25][CH2:26][O:27][CH2:28][CH2:29]3)[N:21]=[C:20]([NH:30][C@H:31]3[CH2:32][CH2:33][C@H:34]([NH:37][S:5]([CH2:4][CH2:3][C:2]([F:10])([F:9])[F:1])(=[O:7])=[O:6])[CH2:35][CH2:36]3)[CH:19]=2)[C:16]2[CH:38]=[CH:39][CH:40]=[CH:41][C:15]=2[N:14]=1. The catalyst class is: 236. (3) Reactant: [NH2:1][C:2]1[N:3]=[CH:4][C:5]([C:29]([O:31]CC)=[O:30])=[N:6][C:7]=1[C:8]1[CH:13]=[CH:12][C:11]([C:14](=[O:27])[NH:15][C@@H:16]([C:19]2[CH:24]=[C:23]([F:25])[CH:22]=[C:21]([Br:26])[CH:20]=2)[CH2:17][OH:18])=[C:10]([F:28])[CH:9]=1.O[Li].O. Product: [NH2:1][C:2]1[N:3]=[CH:4][C:5]([C:29]([OH:31])=[O:30])=[N:6][C:7]=1[C:8]1[CH:13]=[CH:12][C:11]([C:14](=[O:27])[NH:15][C@@H:16]([C:19]2[CH:24]=[C:23]([F:25])[CH:22]=[C:21]([Br:26])[CH:20]=2)[CH2:17][OH:18])=[C:10]([F:28])[CH:9]=1. The catalyst class is: 200. (4) Reactant: CN(C)[CH2:3][CH2:4][N:5]1[C:28](=[O:29])[N:8]2[CH:9]([C:22]3[CH:27]=[CH:26][CH:25]=[CH:24][CH:23]=3)[C:10]3[NH:11][C:12]4[C:17]([C:18]=3[CH2:19][C:7]2([CH2:30][CH3:31])[C:6]1=[O:32])=[CH:16][C:15]([O:20][CH3:21])=[CH:14][CH:13]=4.ClCC[CH2:37][N:38]=C=O.N. Product: [NH2:38][CH2:37][CH2:3][CH2:4][N:5]1[C:28](=[O:29])[N:8]2[CH:9]([C:22]3[CH:23]=[CH:24][CH:25]=[CH:26][CH:27]=3)[C:10]3[NH:11][C:12]4[C:17]([C:18]=3[CH2:19][C:7]2([CH2:30][CH3:31])[C:6]1=[O:32])=[CH:16][C:15]([O:20][CH3:21])=[CH:14][CH:13]=4. The catalyst class is: 5. (5) Reactant: CO[C:3]1[C:8]2[CH:9]=[N:10][S:11][C:7]=2[CH:6]=[CH:5][CH:4]=1.FC1C(OC)=CC=CC=1[CH:15]=[O:16].[S].[NH4+].[OH-]. Product: [CH3:15][O:16][C:6]1[C:7]2[S:11][N:10]=[CH:9][C:8]=2[CH:3]=[CH:4][CH:5]=1. The catalyst class is: 141. (6) Reactant: [Br:1][C:2]1[CH:7]=[CH:6][C:5]([OH:8])=[CH:4][CH:3]=1.[H-].[Na+].[CH3:11][O:12][CH2:13][CH2:14][N:15]1[C:19]2=[N:20][CH:21]=[CH:22][CH:23]=[C:18]2[N:17]=[C:16]1S(C)(=O)=O.O. Product: [Br:1][C:2]1[CH:7]=[CH:6][C:5]([O:8][C:16]2[N:15]([CH2:14][CH2:13][O:12][CH3:11])[C:19]3=[N:20][CH:21]=[CH:22][CH:23]=[C:18]3[N:17]=2)=[CH:4][CH:3]=1. The catalyst class is: 3.